Dataset: Full USPTO retrosynthesis dataset with 1.9M reactions from patents (1976-2016). Task: Predict the reactants needed to synthesize the given product. The reactants are: [NH2:1][C:2]1[CH:7]=[CH:6][C:5]([Br:8])=[CH:4][C:3]=1[C:9](=[O:11])[CH3:10].[Cl:12]N1C(=O)CCC1=O. Given the product [NH2:1][C:2]1[C:7]([Cl:12])=[CH:6][C:5]([Br:8])=[CH:4][C:3]=1[C:9](=[O:11])[CH3:10], predict the reactants needed to synthesize it.